From a dataset of NCI-60 drug combinations with 297,098 pairs across 59 cell lines. Regression. Given two drug SMILES strings and cell line genomic features, predict the synergy score measuring deviation from expected non-interaction effect. Drug 1: CNC(=O)C1=NC=CC(=C1)OC2=CC=C(C=C2)NC(=O)NC3=CC(=C(C=C3)Cl)C(F)(F)F. Drug 2: C(CCl)NC(=O)N(CCCl)N=O. Synergy scores: CSS=25.4, Synergy_ZIP=-5.80, Synergy_Bliss=-1.91, Synergy_Loewe=2.18, Synergy_HSA=2.45. Cell line: KM12.